From a dataset of Full USPTO retrosynthesis dataset with 1.9M reactions from patents (1976-2016). Predict the reactants needed to synthesize the given product. (1) Given the product [CH2:18]([O:17][C:15](=[O:16])[C:14]([C:12]#[N:13])=[C:9]([C:6]1[CH:7]=[CH:8][C:3]([O:2][CH3:1])=[CH:4][CH:5]=1)[CH3:10])[CH3:19], predict the reactants needed to synthesize it. The reactants are: [CH3:1][O:2][C:3]1[CH:8]=[CH:7][C:6]([C:9](=O)[CH3:10])=[CH:5][CH:4]=1.[C:12]([CH2:14][C:15]([O:17][CH2:18][CH3:19])=[O:16])#[N:13].C([O-])(=O)C.[NH4+]. (2) Given the product [O:1]([C@@H:2]([CH2:13][CH2:14][OH:26])[C:3]([O:4][CH3:5])=[O:7])[Si:15]([C:18]([CH3:21])([CH3:20])[CH3:19])([CH3:17])[CH3:16], predict the reactants needed to synthesize it. The reactants are: [OH:1][C@H:2]1C[CH2:5][O:4][C:3]1=[O:7].C(N([CH2:13][CH3:14])CC)C.[Si:15](Cl)([C:18]([CH3:21])([CH3:20])[CH3:19])([CH3:17])[CH3:16].[Cl-].[NH4+].C[O-:26].[Na+]. (3) Given the product [NH:23]1[CH2:28][CH2:27][CH:26]([CH2:3][P:4](=[O:8])([O:9][CH2:10][CH3:11])[O:5][CH2:6][CH3:7])[CH2:25][CH2:24]1, predict the reactants needed to synthesize it. The reactants are: [H-].[Na+].[CH2:3](P([O-])(=O)[O-])[P:4]([O:9][CH2:10][CH3:11])(=[O:8])[O:5][CH2:6][CH3:7].C([N:23]1[CH2:28][CH2:27][C:26](=O)[CH2:25][CH2:24]1)C1C=CC=CC=1. (4) Given the product [C:58]([NH:61][C@:62]1([C@@H:111]([CH2:113][CH3:114])[CH3:112])[CH2:66][CH2:65][N:64]([C@@H:67]([CH2:102][CH2:103][C:104]2[CH:105]=[CH:106][CH:107]=[CH:108][CH:109]=2)[C:68]([NH:70][C@@H:71]([CH2:93][C:94]2[CH:99]=[C:98]([F:100])[CH:97]=[C:96]([F:101])[CH:95]=2)[C@H:72]([OH:73])[C@H:74]2[CH2:79][O:3][CH2:87][CH2:80][NH:75]2)=[O:69])[C:63]1=[O:110])(=[O:60])[CH3:59], predict the reactants needed to synthesize it. The reactants are: C(N[C@]1([C@@H](CC)C)CCN([C@@H](CCC2C=CC=CC=2)C(N[C@@H](CC2C=C(F)C=C(F)C=2)[C@@H]([C@H]2C[C@@H](O)CN2C(C2C=CC=CC=2)C2C=CC=CC=2)O)=O)C1=O)(=[O:3])C.[C:58]([NH:61][C@:62]1([C@@H:111]([CH2:113][CH3:114])[CH3:112])[CH2:66][CH2:65][N:64]([C@@H:67]([CH2:102][CH2:103][C:104]2[CH:109]=[CH:108][CH:107]=[CH:106][CH:105]=2)[C:68]([NH:70][C@@H:71]([CH2:93][C:94]2[CH:99]=[C:98]([F:100])[CH:97]=[C:96]([F:101])[CH:95]=2)[C@@H:72]([C@H:74]2[CH2:79]CCC[N:75]2[CH:80]([C:87]2C=CC=CC=2)C2C=CC=CC=2)[OH:73])=[O:69])[C:63]1=[O:110])(=[O:60])[CH3:59].C(O)(=O)C.[H][H]. (5) Given the product [C:21]([NH:20][C:18](=[O:19])[C:17]1[CH:25]=[CH:26][CH:27]=[C:15]([CH2:14][N:11]2[CH2:12][CH2:13][N:8]([C:6](=[O:7])[C:5]3[CH:28]=[CH:29][C:2]([NH:1][C:42]([NH:48][CH2:47][C:46]([CH3:50])([CH3:49])[CH3:45])=[O:43])=[C:3]([O:30][CH3:31])[CH:4]=3)[CH2:9][CH2:10]2)[CH:16]=1)([CH3:24])([CH3:23])[CH3:22], predict the reactants needed to synthesize it. The reactants are: [NH2:1][C:2]1[CH:29]=[CH:28][C:5]([C:6]([N:8]2[CH2:13][CH2:12][N:11]([CH2:14][C:15]3[CH:16]=[C:17]([CH:25]=[CH:26][CH:27]=3)[C:18]([NH:20][C:21]([CH3:24])([CH3:23])[CH3:22])=[O:19])[CH2:10][CH2:9]2)=[O:7])=[CH:4][C:3]=1[O:30][CH3:31].C1C([N+]([O-])=O)=CC=C([Cl-][C:42]([O-])=[O:43])C=1.[CH3:45][C:46]([CH3:50])([CH3:49])[CH2:47][NH2:48]. (6) Given the product [ClH:19].[CH:1]1([C:4]2[CH:5]=[C:6]([C:20]3[CH:21]=[C:22]([CH2:26][N:27]4[CH:31]=[CH:30][N:29]=[C:28]4[CH3:32])[N:23]=[N:24][CH:25]=3)[CH:7]=[CH:8][CH:9]=2)[CH2:2][CH2:3]1, predict the reactants needed to synthesize it. The reactants are: [CH:1]1([C:4]2[CH:5]=[C:6](B3OC(C)(C)C(C)(C)O3)[CH:7]=[CH:8][CH:9]=2)[CH2:3][CH2:2]1.[Cl:19][C:20]1[CH:21]=[C:22]([CH2:26][N:27]2[CH:31]=[CH:30][N:29]=[C:28]2[CH3:32])[N:23]=[N:24][CH:25]=1.